This data is from Full USPTO retrosynthesis dataset with 1.9M reactions from patents (1976-2016). The task is: Predict the reactants needed to synthesize the given product. (1) Given the product [CH3:36][O:35][N:34]([CH3:33])[C:19]([C:11]1[O:13][C:7]([C:6]2[CH:5]=[CH:4][C:3]([C:2]([F:1])([F:17])[F:18])=[CH:16][CH:15]=2)=[N:9][C:10]=1[CH3:14])=[O:23], predict the reactants needed to synthesize it. The reactants are: [F:1][C:2]([F:18])([F:17])[C:3]1[CH:16]=[CH:15][C:6]([C:7]([NH:9][CH:10]([CH3:14])[C:11]([OH:13])=O)=O)=[CH:5][CH:4]=1.[C:19](Cl)(=[O:23])C(Cl)=O.C(N(CC)CC)C.Cl.[CH3:33][NH:34][O:35][CH3:36].Cl. (2) Given the product [CH3:1][O:2][C:3]1[CH:23]=[CH:22][C:6]2[N:7]([CH2:10][C:11]3[CH:21]=[CH:20][C:14]4[N:15]=[C:16]([S:18]([CH3:19])=[O:32])[O:17][C:13]=4[CH:12]=3)[CH:8]=[N:9][C:5]=2[CH:4]=1, predict the reactants needed to synthesize it. The reactants are: [CH3:1][O:2][C:3]1[CH:23]=[CH:22][C:6]2[N:7]([CH2:10][C:11]3[CH:21]=[CH:20][C:14]4[N:15]=[C:16]([S:18][CH3:19])[O:17][C:13]=4[CH:12]=3)[CH:8]=[N:9][C:5]=2[CH:4]=1.C1C=C(Cl)C=C(C(OO)=[O:32])C=1. (3) Given the product [O:41]=[C:37]1[CH2:38][CH2:39][CH2:40][N:36]1[CH2:33][C:34]#[C:35][C:29]1[CH:28]=[CH:27][C:26]([C:8]([C:5]2[CH:4]=[CH:3][C:2]([C:35]#[C:34][CH2:33][N:36]3[CH2:40][CH2:39][CH2:38][C:37]3=[O:41])=[CH:7][CH:6]=2)=[CH:9][CH2:10][S:11][C:12]2[CH:24]=[CH:23][C:15]([O:16][CH2:17][C:18]([O:20][CH2:21][CH3:22])=[O:19])=[C:14]([CH3:25])[CH:13]=2)=[CH:31][CH:30]=1, predict the reactants needed to synthesize it. The reactants are: I[C:2]1[CH:7]=[CH:6][C:5]([C:8]([C:26]2[CH:31]=[CH:30][C:29](I)=[CH:28][CH:27]=2)=[CH:9][CH2:10][S:11][C:12]2[CH:24]=[CH:23][C:15]([O:16][CH2:17][C:18]([O:20][CH2:21][CH3:22])=[O:19])=[C:14]([CH3:25])[CH:13]=2)=[CH:4][CH:3]=1.[CH2:33]([N:36]1[CH2:40][CH2:39][CH2:38][C:37]1=[O:41])[C:34]#[CH:35]. (4) Given the product [NH2:11][C:8]1[CH:9]=[C:10]2[C:5](=[CH:6][CH:7]=1)[N:4]([C:14](=[O:16])[CH3:15])[CH2:3][C:2]2([CH3:17])[CH3:1], predict the reactants needed to synthesize it. The reactants are: [CH3:1][C:2]1([CH3:17])[C:10]2[C:5](=[CH:6][CH:7]=[C:8]([N+:11]([O-])=O)[CH:9]=2)[N:4]([C:14](=[O:16])[CH3:15])[CH2:3]1.O.O.[Sn](Cl)(Cl)(Cl)Cl.Cl. (5) Given the product [ClH:16].[OH:15][CH2:14][C@H:9]1[CH2:10][C@H:11]([CH3:13])[CH2:12][NH:8]1, predict the reactants needed to synthesize it. The reactants are: C(OC([N:8]1[CH2:12][C@@H:11]([CH3:13])[CH2:10][C@@H:9]1[CH2:14][OH:15])=O)(C)(C)C.[ClH:16].O1CCOCC1. (6) Given the product [C:1]([N:5]([C:18]([C:20]1[CH:21]=[CH:22][C:23]2[CH:29]=[N:37][N:36]([S:33]([CH3:32])(=[O:35])=[O:34])[B:26]([OH:27])[C:24]=2[CH:25]=1)=[O:19])[NH:6][C:7](=[O:17])[C:8]1[CH:13]=[CH:12][CH:11]=[C:10]([O:14][CH3:15])[C:9]=1[CH3:16])([CH3:4])([CH3:3])[CH3:2], predict the reactants needed to synthesize it. The reactants are: [C:1]([N:5]([C:18]([C:20]1[CH:21]=[CH:22][C:23]([CH:29]=O)=[C:24]([B:26](O)[OH:27])[CH:25]=1)=[O:19])[NH:6][C:7](=[O:17])[C:8]1[CH:13]=[CH:12][CH:11]=[C:10]([O:14][CH3:15])[C:9]=1[CH3:16])([CH3:4])([CH3:3])[CH3:2].Cl.[CH3:32][S:33]([NH:36][NH2:37])(=[O:35])=[O:34]. (7) Given the product [F:1][C:2]1([F:25])[CH2:7][CH2:6][CH2:5][C:4]([CH2:9][NH:10][C:11]([C:13]2[C:14]3[CH:15]=[CH:16][C:17]([N:38]4[CH2:39][CH2:40][CH:36]([F:35])[CH2:37]4)=[N:18][C:19]=3[CH:20]=[CH:21][C:22]=2[Cl:23])=[O:12])([OH:8])[CH2:3]1, predict the reactants needed to synthesize it. The reactants are: [F:1][C:2]1([F:25])[CH2:7][CH2:6][CH2:5][C:4]([CH2:9][NH:10][C:11]([C:13]2[C:14]3[CH:15]=[CH:16][C:17](Cl)=[N:18][C:19]=3[CH:20]=[CH:21][C:22]=2[Cl:23])=[O:12])([OH:8])[CH2:3]1.CCN(C(C)C)C(C)C.[F:35][CH:36]1[CH2:40][CH2:39][NH:38][CH2:37]1. (8) Given the product [CH2:1]([NH:8][C:9]1[N:14]=[C:13]([C:15]2[C:23]3[C:18](=[N:19][C:20]([NH:24][CH2:25][CH2:26][N:27]4[CH2:32][CH2:31][CH2:30][CH2:29][CH2:28]4)=[N:21][CH:22]=3)[NH:17][N:16]=2)[CH:12]=[CH:11][CH:10]=1)[C:2]1[CH:3]=[CH:4][CH:5]=[CH:6][CH:7]=1, predict the reactants needed to synthesize it. The reactants are: [CH2:1]([NH:8][C:9]1[N:14]=[C:13]([C:15]2[C:23]3[C:18](=[N:19][C:20]([NH:24][CH2:25][CH2:26][N:27]4[CH2:32][CH2:31][CH2:30][CH2:29][CH2:28]4)=[N:21][CH:22]=3)[N:17](COCC[Si](C)(C)C)[N:16]=2)[CH:12]=[CH:11][CH:10]=1)[C:2]1[CH:7]=[CH:6][CH:5]=[CH:4][CH:3]=1.C(C(O)=O)(F)(F)F. (9) Given the product [CH:1]1([C@H:5]([NH:7][CH2:14][C:15]2[N:16]=[N:17][N:18]([CH2:20][C:21]3[CH:26]=[CH:25][C:24]([O:27][CH3:28])=[CH:23][C:22]=3[O:29][CH3:30])[CH:19]=2)[CH3:6])[CH2:4][CH2:3][CH2:2]1, predict the reactants needed to synthesize it. The reactants are: [CH:1]1([C@H:5]([N:7]([CH2:14][C:15]2[N:16]=[N:17][N:18]([CH2:20][C:21]3[CH:26]=[CH:25][C:24]([O:27][CH3:28])=[CH:23][C:22]=3[O:29][CH3:30])[CH:19]=2)S(C(C)(C)C)=O)[CH3:6])[CH2:4][CH2:3][CH2:2]1.